From a dataset of Full USPTO retrosynthesis dataset with 1.9M reactions from patents (1976-2016). Predict the reactants needed to synthesize the given product. (1) Given the product [CH3:30][C:25]1[C:24]([C:17]2[C:18]([O:22][CH3:23])=[CH:19][C:20]3[C:21]4[N:9]([CH2:33][C:34]5[O:35][C:36]([C:39]([F:42])([F:41])[F:40])=[CH:37][CH:38]=5)[C:10](=[O:31])[O:11][C:12]=4[CH:13]=[N:14][C:15]=3[CH:16]=2)=[C:28]([CH3:29])[O:27][N:26]=1, predict the reactants needed to synthesize it. The reactants are: ClC1C=CC=CC=1C[N:9]1[C:21]2[C:20]3[CH:19]=[C:18]([O:22][CH3:23])[C:17]([C:24]4[C:25]([CH3:30])=[N:26][O:27][C:28]=4[CH3:29])=[CH:16][C:15]=3[N:14]=[CH:13][C:12]=2[O:11][C:10]1=[O:31].Br[CH2:33][C:34]1[O:35][C:36]([C:39]([F:42])([F:41])[F:40])=[CH:37][CH:38]=1. (2) Given the product [CH3:4][CH:5]1[CH:6]2[CH2:20][CH2:19][C:18]3[C:14]([C:7]2([C:27]2[CH:32]=[CH:31][CH:30]=[CH:29][CH:28]=2)[CH2:8][CH:9]([C:10]#[N:11])[C:13]1=[O:12])=[N:15][NH:16][C:17]=3[C:21]1[CH:22]=[CH:23][CH:24]=[CH:25][CH:26]=1, predict the reactants needed to synthesize it. The reactants are: C[O-].[Na+].[CH3:4][CH:5]1[C:13]2[O:12][N:11]=[CH:10][C:9]=2[CH2:8][C:7]2([C:27]3[CH:32]=[CH:31][CH:30]=[CH:29][CH:28]=3)[C:14]3[C:18]([CH2:19][CH2:20][CH:6]12)=[C:17]([C:21]1[CH:26]=[CH:25][CH:24]=[CH:23][CH:22]=1)[NH:16][N:15]=3. (3) Given the product [CH3:1][O:2][C:3]([C@@H:5]1[CH2:9][C@H:8]([NH:10][C:29]([C:20]2[CH:21]=[CH:22][C:23]3[C:28](=[CH:27][CH:26]=[CH:25][CH:24]=3)[C:19]=2[OH:18])=[O:30])[CH2:7][N:6]1[CH2:11][C:12]1[CH:17]=[CH:16][CH:15]=[CH:14][CH:13]=1)=[O:4], predict the reactants needed to synthesize it. The reactants are: [CH3:1][O:2][C:3]([C@@H:5]1[CH2:9][C@H:8]([NH2:10])[CH2:7][N:6]1[CH2:11][C:12]1[CH:17]=[CH:16][CH:15]=[CH:14][CH:13]=1)=[O:4].[OH:18][C:19]1[C:28]2[C:23](=[CH:24][CH:25]=[CH:26][CH:27]=2)[CH:22]=[CH:21][C:20]=1[C:29](O)=[O:30]. (4) Given the product [O:27]1[C:28]2[CH:34]=[CH:33][CH:32]=[CH:31][C:29]=2[N:30]=[C:26]1[S:25][CH2:2][CH2:3][CH2:4][CH2:5][CH2:6][C:7]([NH:9][C:10]1[C:11]([S:21][CH:22]([CH3:24])[CH3:23])=[N:12][C:13]([CH3:20])=[CH:14][C:15]=1[S:16][CH:17]([CH3:19])[CH3:18])=[O:8], predict the reactants needed to synthesize it. The reactants are: Br[CH2:2][CH2:3][CH2:4][CH2:5][CH2:6][C:7]([NH:9][C:10]1[C:11]([S:21][CH:22]([CH3:24])[CH3:23])=[N:12][C:13]([CH3:20])=[CH:14][C:15]=1[S:16][CH:17]([CH3:19])[CH3:18])=[O:8].[SH:25][C:26]1[O:27][C:28]2[CH:34]=[CH:33][CH:32]=[CH:31][C:29]=2[N:30]=1.C(=O)([O-])[O-].[K+].[K+].C1OCCOCCOCCOCCOCCOC1. (5) Given the product [NH:20]1[CH2:19][CH:18]([O:17][C:16]2[CH:29]=[CH:30][C:13]([C:12]3[C:8]([C:3]4[CH:4]=[CH:5][CH:6]=[CH:7][C:2]=4[Cl:1])=[N:9][O:10][C:11]=3[C:31]3[CH:32]=[CH:33][C:34]([OH:37])=[CH:35][CH:36]=3)=[CH:14][CH:15]=2)[CH2:21]1, predict the reactants needed to synthesize it. The reactants are: [Cl:1][C:2]1[CH:7]=[CH:6][CH:5]=[CH:4][C:3]=1[C:8]1[C:12]([C:13]2[CH:30]=[CH:29][C:16]([O:17][CH:18]3[CH2:21][N:20](C(OC(C)(C)C)=O)[CH2:19]3)=[CH:15][CH:14]=2)=[C:11]([C:31]2[CH:36]=[CH:35][C:34]([O:37]C)=[CH:33][CH:32]=2)[O:10][N:9]=1.O. (6) The reactants are: [C:1]([O:5][C:6]([N:8]1[CH2:13][CH2:12][CH:11]([O:14][CH2:15][CH2:16][OH:17])[CH2:10][CH2:9]1)=[O:7])([CH3:4])([CH3:3])[CH3:2].[H-].[Na+].[CH3:20]I. Given the product [C:1]([O:5][C:6]([N:8]1[CH2:9][CH2:10][CH:11]([O:14][CH2:15][CH2:16][O:17][CH3:20])[CH2:12][CH2:13]1)=[O:7])([CH3:4])([CH3:3])[CH3:2], predict the reactants needed to synthesize it. (7) Given the product [CH:23]1([C@@H:16]([C:12]2[CH:13]=[CH:14][CH:15]=[C:10]([O:9][CH2:8][C:6]3[CH:5]=[N:4][C:3]([C:26]4[CH:31]=[C:30]([O:32][CH3:33])[CH:29]=[CH:28][C:27]=4[F:34])=[C:2]([CH:35]4[CH2:37][CH2:36]4)[N:7]=3)[CH:11]=2)[CH2:17][C:18]([OH:20])=[O:19])[CH2:24][CH2:25]1, predict the reactants needed to synthesize it. The reactants are: Cl[C:2]1[N:7]=[C:6]([CH2:8][O:9][C:10]2[CH:11]=[C:12]([C@H:16]([CH:23]3[CH2:25][CH2:24]3)[CH2:17][C:18]([O:20]CC)=[O:19])[CH:13]=[CH:14][CH:15]=2)[CH:5]=[N:4][C:3]=1[C:26]1[CH:31]=[C:30]([O:32][CH3:33])[CH:29]=[CH:28][C:27]=1[F:34].[CH:35]1(B(O)O)[CH2:37][CH2:36]1.